From a dataset of Catalyst prediction with 721,799 reactions and 888 catalyst types from USPTO. Predict which catalyst facilitates the given reaction. (1) Reactant: [CH3:1][C:2]1[CH:7]=[CH:6][C:5]([CH2:8][C:9]([OH:11])=[O:10])=[CH:4][CH:3]=1.[C:12](O)([CH3:15])([CH3:14])[CH3:13].C1(N=C=NC2CCCCC2)CCCCC1. Product: [CH3:1][C:2]1[CH:3]=[CH:4][C:5]([CH2:8][C:9]([O:11][C:12]([CH3:15])([CH3:14])[CH3:13])=[O:10])=[CH:6][CH:7]=1. The catalyst class is: 166. (2) Reactant: [H-].[Na+].[N:3]1([C:8]2[CH:14]=[CH:13][CH:12]=[CH:11][C:9]=2[NH2:10])[CH:7]=[CH:6][CH:5]=[N:4]1.[O:15]=[C:16]1[C:28]2[C:27]([C:29](Cl)=[O:30])=[CH:26][CH:25]=[CH:24][C:23]=2[C:22]2[C:17]1=[CH:18][CH:19]=[CH:20][CH:21]=2. Product: [N:3]1([C:8]2[CH:14]=[CH:13][CH:12]=[CH:11][C:9]=2[NH:10][C:29]([C:27]2[C:28]3[C:16](=[O:15])[C:17]4[C:22](=[CH:21][CH:20]=[CH:19][CH:18]=4)[C:23]=3[CH:24]=[CH:25][CH:26]=2)=[O:30])[CH:7]=[CH:6][CH:5]=[N:4]1. The catalyst class is: 1.